This data is from Full USPTO retrosynthesis dataset with 1.9M reactions from patents (1976-2016). The task is: Predict the reactants needed to synthesize the given product. (1) Given the product [C:1]1([CH:7]2[N:11]([C:12]3[CH:17]=[CH:16][N:15]=[CH:14][CH:13]=3)[C:10](=[N:18][C:19]#[N:20])[NH:9][CH2:8]2)[CH:6]=[CH:5][CH:4]=[CH:3][CH:2]=1, predict the reactants needed to synthesize it. The reactants are: [C:1]1([CH:7](O)[CH2:8][NH:9][C:10]([NH:18][C:19]#[N:20])=[N:11][C:12]2[CH:17]=[CH:16][N:15]=[CH:14][CH:13]=2)[CH:6]=[CH:5][CH:4]=[CH:3][CH:2]=1.C1(P(C2C=CC=CC=2)C2C=CC=CC=2)C=CC=CC=1.N(C(OC(C)C)=O)=NC(OC(C)C)=O. (2) Given the product [O:35]=[C:3]1[CH2:4][CH2:5][CH:6]2[C:1]([CH2:7][CH2:11][N:12]([C:15]([O:17][C:18]([CH3:21])([CH3:20])[CH3:19])=[O:16])[CH2:13]2)=[CH:2]1, predict the reactants needed to synthesize it. The reactants are: [C:1]1([CH3:7])[CH:6]=[CH:5][CH:4]=[CH:3][CH:2]=1.O=C1C[CH2:13][N:12]([C:15]([O:17][C:18]([CH3:21])([CH3:20])[CH3:19])=[O:16])[CH2:11]C1.N1CCCC1.O.C1(C)C=CC(S(O)(=O)=[O:35])=CC=1. (3) Given the product [C:1]([O:5][C:6]([N:8]1[CH2:13][CH:12]=[C:11]([C:26]2[CH:27]=[CH:28][C:23]([Cl:22])=[CH:24][C:25]=2[CH2:32][CH2:33][O:34][Si:35]([CH:39]([CH3:41])[CH3:40])([CH:36]([CH3:38])[CH3:37])[CH:42]([CH3:43])[CH3:44])[CH2:10][CH2:9]1)=[O:7])([CH3:4])([CH3:3])[CH3:2], predict the reactants needed to synthesize it. The reactants are: [C:1]([O:5][C:6]([N:8]1[CH2:13][CH:12]=[C:11](OS(C(F)(F)F)(=O)=O)[CH2:10][CH2:9]1)=[O:7])([CH3:4])([CH3:3])[CH3:2].[Cl:22][C:23]1[CH:28]=[CH:27][C:26](B(O)O)=[C:25]([CH2:32][CH2:33][O:34][Si:35]([CH:42]([CH3:44])[CH3:43])([CH:39]([CH3:41])[CH3:40])[CH:36]([CH3:38])[CH3:37])[CH:24]=1.[Li+].[Cl-].C([O-])([O-])=O.[Na+].[Na+]. (4) Given the product [Cl:24][C:25]1[CH:26]=[CH:27][C:28]([O:41][CH2:42][C:43]2[CH:44]=[CH:45][CH:46]=[CH:47][CH:48]=2)=[C:29]([C:31]2[S:32][CH:33]=[C:34]([CH2:36][OH:37])[N:35]=2)[CH:30]=1, predict the reactants needed to synthesize it. The reactants are: ClC1C=CC(OCC2C=CC=CC=2)=C(CC2SC=C(CO)N=2)C=1.[Cl:24][C:25]1[CH:26]=[CH:27][C:28]([O:41][CH2:42][C:43]2[CH:48]=[CH:47][CH:46]=[CH:45][CH:44]=2)=[C:29]([C:31]2[S:32][CH:33]=[C:34]([C:36](OCC)=[O:37])[N:35]=2)[CH:30]=1.